From a dataset of Catalyst prediction with 721,799 reactions and 888 catalyst types from USPTO. Predict which catalyst facilitates the given reaction. (1) Reactant: [NH2:1][C:2]1[CH:7]=[CH:6][CH:5]=[C:4]([C:8]([CH:10]2[CH2:15][CH2:14][N:13]([CH3:16])[CH2:12][CH2:11]2)=[O:9])[N:3]=1.[Cl:17][C:18]1[CH:26]=[CH:25][CH:24]=[C:23]([F:27])[C:19]=1[C:20](Cl)=[O:21]. Product: [ClH:17].[Cl:17][C:18]1[CH:26]=[CH:25][CH:24]=[C:23]([F:27])[C:19]=1[C:20]([NH:1][C:2]1[CH:7]=[CH:6][CH:5]=[C:4]([C:8]([CH:10]2[CH2:15][CH2:14][N:13]([CH3:16])[CH2:12][CH2:11]2)=[O:9])[N:3]=1)=[O:21]. The catalyst class is: 12. (2) Reactant: C[O:2][C:3]([C:5]1[CH:10]=[N:9][C:8]([N:11]2[CH2:14][C:13]([F:16])([F:15])[CH2:12]2)=[C:7]([Br:17])[N:6]=1)=[O:4].[OH-].[Li+]. Product: [Br:17][C:7]1[N:6]=[C:5]([C:3]([OH:4])=[O:2])[CH:10]=[N:9][C:8]=1[N:11]1[CH2:12][C:13]([F:16])([F:15])[CH2:14]1. The catalyst class is: 20. (3) Product: [F:35][C@@H:18]1[CH2:19][CH2:20][C@@:21]2([CH3:22])[CH:16]([CH2:15][CH2:14][C:13]3[C:12]4[C@:26]([CH3:27])([CH2:25][CH2:24][C:23]=32)[C@@H:9]([C@H:7]([CH3:8])[CH2:6][CH2:5][CH2:4][CH:2]([CH3:1])[CH3:3])[CH2:10][CH:11]=4)[CH2:17]1. Reactant: [CH3:1][CH:2]([CH2:4][CH2:5][CH2:6][C@H:7]([C@@H:9]1[C@:26]2([CH3:27])[C:12]([C:13]3[CH2:14][CH2:15][CH:16]4[C@:21]([C:23]=3[CH2:24][CH2:25]2)([CH3:22])[CH2:20][CH2:19][C@H:18](O)[CH2:17]4)=[CH:11][CH2:10]1)[CH3:8])[CH3:3].C(N(S(F)(F)[F:35])CC)C.O. The catalyst class is: 2. (4) Reactant: [C:1]([NH:5][C:6]([C:8]1[C:16]2[C:11](=[N:12][CH:13]=[C:14]([C:17]3[C:25]4[C:20](=[CH:21][CH:22]=[C:23]([C:26](C)(C)[O:27][SiH2]C(C)(C)C)[CH:24]=4)[N:19]([CH3:35])[N:18]=3)[N:15]=2)[N:10](COCC[Si](C)(C)C)[CH:9]=1)=[O:7])([CH3:4])([CH3:3])[CH3:2].[F-].C([N+](CCCC)(CCCC)CCCC)CCC. Product: [C:1]([NH:5][C:6]([C:8]1[C:16]2[C:11](=[N:12][CH:13]=[C:14]([C:17]3[C:25]4[C:20](=[CH:21][CH:22]=[C:23]([CH2:26][OH:27])[CH:24]=4)[N:19]([CH3:35])[N:18]=3)[N:15]=2)[NH:10][CH:9]=1)=[O:7])([CH3:4])([CH3:3])[CH3:2]. The catalyst class is: 1. (5) Reactant: [Si]([O:8][CH2:9][C:10]1[CH:11]=[C:12]2[C:17](=[N:18][C:19]=1[CH:20](OC)[O:21]C)[N:16]([C:25]([NH:27][C:28]1[CH:33]=[C:32]([NH:34][C@H:35]3[C@@H:40]([CH2:41][O:42][Si](CC)(CC)CC)[C@H:39]4[CH2:50][C@@H:36]3[CH2:37][CH2:38]4)[C:31]([C:51]#[N:52])=[CH:30][N:29]=1)=[O:26])[CH2:15][CH2:14][CH2:13]2)(C(C)(C)C)(C)C.O.Cl. Product: [C:51]([C:31]1[C:32]([NH:34][C@H:35]2[C@@H:40]([CH2:41][OH:42])[C@H:39]3[CH2:50][C@@H:36]2[CH2:37][CH2:38]3)=[CH:33][C:28]([NH:27][C:25]([N:16]2[C:17]3[C:12](=[CH:11][C:10]([CH2:9][OH:8])=[C:19]([CH:20]=[O:21])[N:18]=3)[CH2:13][CH2:14][CH2:15]2)=[O:26])=[N:29][CH:30]=1)#[N:52]. The catalyst class is: 1. (6) Reactant: [NH2:1][CH2:2][CH2:3][O:4][CH2:5][CH2:6][O:7][CH2:8][CH2:9][CH2:10][C:11]([OH:13])=[O:12].C(N(CC)CC)C.C1C(=O)N([O:28][C:29]([CH2:31][CH2:32][S:33][S:34][C:35]2[N:40]=[CH:39][CH:38]=[CH:37][CH:36]=2)=O)C(=O)C1. Product: [N:40]1[CH:39]=[CH:38][CH:37]=[CH:36][C:35]=1[S:34][S:33][CH2:32][CH2:31][C:29]([NH:1][CH2:2][CH2:3][O:4][CH2:5][CH2:6][O:7][CH2:8][CH2:9][CH2:10][C:11]([OH:13])=[O:12])=[O:28]. The catalyst class is: 11. (7) Reactant: [NH2:1][C:2]1[CH:3]=[C:4]([CH:7]=[C:8]([NH2:10])[CH:9]=1)[C:5]#[N:6].[Cl:11][C:12]1[C:21]2[C:16](=[CH:17][C:18]([Cl:22])=[CH:19][CH:20]=2)[N:15]=[CH:14][CH:13]=1. Product: [ClH:11].[NH2:1][C:2]1[CH:3]=[C:4]([CH:7]=[C:8]([NH:10][C:12]2[C:21]3[C:16](=[CH:17][C:18]([Cl:22])=[CH:19][CH:20]=3)[N:15]=[CH:14][CH:13]=2)[CH:9]=1)[C:5]#[N:6]. The catalyst class is: 8. (8) Reactant: Cl.[N:2]1([NH2:8])[CH2:7][CH2:6][CH2:5][CH2:4][CH2:3]1.C[Al](C)C.[Cl:13][C:14]1[CH:19]=[CH:18][C:17]([C:20]2[N:21]=[C:22]([CH2:38][N:39]3[N:43]=[N:42][C:41]([CH3:44])=[N:40]3)[C:23]([C:33](OCC)=[O:34])=[N:24][C:25]=2[C:26]2[CH:31]=[CH:30][C:29]([Cl:32])=[CH:28][CH:27]=2)=[CH:16][CH:15]=1. Product: [Cl:13][C:14]1[CH:15]=[CH:16][C:17]([C:20]2[N:21]=[C:22]([CH2:38][N:39]3[N:43]=[N:42][C:41]([CH3:44])=[N:40]3)[C:23]([C:33]([NH:8][N:2]3[CH2:7][CH2:6][CH2:5][CH2:4][CH2:3]3)=[O:34])=[N:24][C:25]=2[C:26]2[CH:27]=[CH:28][C:29]([Cl:32])=[CH:30][CH:31]=2)=[CH:18][CH:19]=1. The catalyst class is: 4.